This data is from NCI-60 drug combinations with 297,098 pairs across 59 cell lines. The task is: Regression. Given two drug SMILES strings and cell line genomic features, predict the synergy score measuring deviation from expected non-interaction effect. (1) Drug 1: CN(C(=O)NC(C=O)C(C(C(CO)O)O)O)N=O. Drug 2: N.N.Cl[Pt+2]Cl. Cell line: NCIH23. Synergy scores: CSS=46.5, Synergy_ZIP=-4.23, Synergy_Bliss=-2.93, Synergy_Loewe=-11.7, Synergy_HSA=0.380. (2) Drug 1: CC1=C(C(=CC=C1)Cl)NC(=O)C2=CN=C(S2)NC3=CC(=NC(=N3)C)N4CCN(CC4)CCO. Drug 2: CN(C(=O)NC(C=O)C(C(C(CO)O)O)O)N=O. Cell line: SK-OV-3. Synergy scores: CSS=21.5, Synergy_ZIP=2.06, Synergy_Bliss=2.88, Synergy_Loewe=-45.5, Synergy_HSA=3.85. (3) Drug 1: C1CCN(CC1)CCOC2=CC=C(C=C2)C(=O)C3=C(SC4=C3C=CC(=C4)O)C5=CC=C(C=C5)O. Drug 2: CC1=C(C=C(C=C1)NC2=NC=CC(=N2)N(C)C3=CC4=NN(C(=C4C=C3)C)C)S(=O)(=O)N.Cl. Cell line: OVCAR3. Synergy scores: CSS=13.9, Synergy_ZIP=1.77, Synergy_Bliss=11.1, Synergy_Loewe=9.18, Synergy_HSA=9.33. (4) Drug 1: COC1=CC(=CC(=C1O)OC)C2C3C(COC3=O)C(C4=CC5=C(C=C24)OCO5)OC6C(C(C7C(O6)COC(O7)C8=CC=CS8)O)O. Drug 2: CC(C)(C#N)C1=CC(=CC(=C1)CN2C=NC=N2)C(C)(C)C#N. Cell line: KM12. Synergy scores: CSS=21.2, Synergy_ZIP=-4.91, Synergy_Bliss=0.463, Synergy_Loewe=2.25, Synergy_HSA=3.85. (5) Drug 1: C1CN1P(=S)(N2CC2)N3CC3. Drug 2: CS(=O)(=O)OCCCCOS(=O)(=O)C. Cell line: ACHN. Synergy scores: CSS=27.5, Synergy_ZIP=-9.17, Synergy_Bliss=-4.14, Synergy_Loewe=-3.25, Synergy_HSA=-0.239. (6) Synergy scores: CSS=49.2, Synergy_ZIP=-8.10, Synergy_Bliss=-9.06, Synergy_Loewe=-8.44, Synergy_HSA=-6.67. Drug 2: CC1C(C(CC(O1)OC2CC(CC3=C2C(=C4C(=C3O)C(=O)C5=CC=CC=C5C4=O)O)(C(=O)C)O)N)O. Drug 1: C1C(C(OC1N2C=NC3=C(N=C(N=C32)Cl)N)CO)O. Cell line: MALME-3M.